This data is from Reaction yield outcomes from USPTO patents with 853,638 reactions. The task is: Predict the reaction yield, written as a fraction of the theoretical maximum amount of product (1.0 means a 100% yield; for example, 0.34 means a 34% yield). (1) The reactants are [Cl:1][C:2]1[C:11]2[C:6](=[CH:7][CH:8]=[CH:9][C:10]=2[O:12][CH:13]2[CH2:18][CH2:17][N:16]([CH3:19])[CH2:15][CH2:14]2)[N:5]=[CH:4][N:3]=1.[Cl:20][C:21]1[CH:22]=[C:23]([CH:25]=[CH:26][C:27]=1[NH:28][C:29]1[CH:34]=[CH:33][CH:32]=[CH:31][N:30]=1)[NH2:24]. No catalyst specified. The product is [ClH:1].[Cl:20][C:21]1[CH:22]=[C:23]([CH:25]=[CH:26][C:27]=1[NH:28][C:29]1[CH:34]=[CH:33][CH:32]=[CH:31][N:30]=1)[NH:24][C:2]1[C:11]2[C:6](=[CH:7][CH:8]=[CH:9][C:10]=2[O:12][CH:13]2[CH2:18][CH2:17][N:16]([CH3:19])[CH2:15][CH2:14]2)[N:5]=[CH:4][N:3]=1. The yield is 0.890. (2) The product is [NH:35]1[CH:36]=[CH:37][N:38]=[C:34]1[CH2:33][N:19]1[CH2:20][C@@H:21]([C:22]2[CH:23]=[CH:24][CH:25]=[CH:26][CH:27]=2)[C@H:17]([NH:16][C:14]([NH:13][C:12]2[N:8]([C:2]3[CH:7]=[CH:6][CH:5]=[CH:4][CH:3]=3)[N:9]=[C:10]3[CH2:30][CH2:29][CH2:28][C:11]=23)=[O:15])[CH2:18]1. The catalyst is CN(C=O)C. The reactants are Cl.[C:2]1([N:8]2[C:12]([NH:13][C:14]([NH:16][C@H:17]3[C@H:21]([C:22]4[CH:27]=[CH:26][CH:25]=[CH:24][CH:23]=4)[CH2:20][NH:19][CH2:18]3)=[O:15])=[C:11]3[CH2:28][CH2:29][CH2:30][C:10]3=[N:9]2)[CH:7]=[CH:6][CH:5]=[CH:4][CH:3]=1.Cl.Cl[CH2:33][C:34]1[NH:35][CH:36]=[CH:37][N:38]=1.CCN(C(C)C)C(C)C. The yield is 0.440. (3) The reactants are [H-].[Na+].CC(C)([C:8]([O-:10])=[O:9])C([O-])=O.F[C:13]1[CH:18]=[CH:17][C:16]([F:19])=[CH:15][C:14]=1[N+:20]([O-:22])=[O:21].[Cl-].[NH4+].[C:25]([O:28][CH2:29]C)(=[O:27])[CH3:26].[CH3:31]CCCCC. The catalyst is CS(C)=O. The product is [F:19][C:16]1[CH:17]=[CH:18][C:13]([CH:26]([C:8]([O:10][CH3:31])=[O:9])[C:25]([O:28][CH3:29])=[O:27])=[C:14]([N+:20]([O-:22])=[O:21])[CH:15]=1. The yield is 0.800. (4) The reactants are [O:1]1[CH2:3][CH:2]1[CH2:4][N:5]1[C:13]2[CH2:12][CH2:11][N:10]([C:14](=[O:16])[CH3:15])[CH2:9][C:8]=2[C:7]([C:17]2[CH:22]=[CH:21][C:20]([C:23]([F:26])([F:25])[F:24])=[CH:19][CH:18]=2)=[N:6]1.[Cl:27][C:28]1[CH:42]=[CH:41][C:31]2[N:32]=[C:33]([N:35]3[CH2:40][CH2:39][NH:38][CH2:37][CH2:36]3)[S:34][C:30]=2[CH:29]=1. The catalyst is CCO. The product is [Cl:27][C:28]1[CH:42]=[CH:41][C:31]2[N:32]=[C:33]([N:35]3[CH2:40][CH2:39][N:38]([CH2:3][CH:2]([OH:1])[CH2:4][N:5]4[C:13]5[CH2:12][CH2:11][N:10]([C:14](=[O:16])[CH3:15])[CH2:9][C:8]=5[C:7]([C:17]5[CH:22]=[CH:21][C:20]([C:23]([F:26])([F:25])[F:24])=[CH:19][CH:18]=5)=[N:6]4)[CH2:37][CH2:36]3)[S:34][C:30]=2[CH:29]=1. The yield is 0.900.